Dataset: Catalyst prediction with 721,799 reactions and 888 catalyst types from USPTO. Task: Predict which catalyst facilitates the given reaction. Reactant: [F:1][C:2]1[CH:3]=[C:4]([NH:9][C:10]2[CH:15]=[CH:14][N:13]=[CH:12][N:11]=2)[C:5]([NH2:8])=[CH:6][CH:7]=1.[C:16]([NH:23][C@H:24]([C:26](O)=[O:27])[CH3:25])([O:18][C:19]([CH3:22])([CH3:21])[CH3:20])=[O:17].C1C=NC2N(O)N=NC=2C=1.CCN=C=NCCCN(C)C.Cl. Product: [C:19]([O:18][C:16](=[O:17])[NH:23][C@H:24]([C:26](=[O:27])[NH:8][C:5]1[CH:6]=[CH:7][C:2]([F:1])=[CH:3][C:4]=1[NH:9][C:10]1[CH:15]=[CH:14][N:13]=[CH:12][N:11]=1)[CH3:25])([CH3:20])([CH3:21])[CH3:22]. The catalyst class is: 2.